Dataset: Forward reaction prediction with 1.9M reactions from USPTO patents (1976-2016). Task: Predict the product of the given reaction. Given the reactants Cl.Cl.Cl.[NH:4]1[CH2:9][CH2:8][CH:7]([N:10]2[CH:14]=[C:13]([C:15]3[CH:16]=[C:17]([C:22]4[N:23]=[CH:24][C:25]5[C:30]([CH:31]=4)=[CH:29][CH:28]=[C:27](OC(F)(F)F)[CH:26]=5)[C:18]([NH2:21])=[N:19][CH:20]=3)[CH:12]=[N:11]2)[CH2:6][CH2:5]1.[F:37]C1C=C2C(=CC=1)C=NC(OS(C(F)(F)F)(=O)=O)=C2, predict the reaction product. The product is: [F:37][C:28]1[CH:29]=[C:30]2[C:25](=[CH:26][CH:27]=1)[CH:24]=[N:23][C:22]([C:17]1[C:18]([NH2:21])=[N:19][CH:20]=[C:15]([C:13]3[CH:12]=[N:11][N:10]([CH:7]4[CH2:6][CH2:5][NH:4][CH2:9][CH2:8]4)[CH:14]=3)[CH:16]=1)=[CH:31]2.